Dataset: Forward reaction prediction with 1.9M reactions from USPTO patents (1976-2016). Task: Predict the product of the given reaction. (1) Given the reactants O[CH:2]([C:5]1([NH:8][C:9](=[O:15])[O:10]C(C)(C)C)[CH2:7][CH2:6]1)[CH2:3][OH:4].[H-].[Na+], predict the reaction product. The product is: [OH:4][CH2:3][CH:2]1[C:5]2([CH2:6][CH2:7]2)[NH:8][C:9](=[O:10])[O:15]1. (2) Given the reactants Cl.[F:2][C:3]1[CH:13]=[CH:12][C:11]2=[C:14]3[C:4]=1[O:5][CH2:6][C@@H:7]([CH3:33])[N:8]3[C:9]([C@@H:15]([NH:17][C:18]1[N:26]=[CH:25][N:24]=[C:23]3[C:19]=1[N:20]=[CH:21][N:22]3C1CCCCO1)[CH3:16])=[N:10]2, predict the reaction product. The product is: [F:2][C:3]1[CH:13]=[CH:12][C:11]2=[C:14]3[C:4]=1[O:5][CH2:6][C@@H:7]([CH3:33])[N:8]3[C:9]([C@@H:15]([NH:17][C:18]1[N:26]=[CH:25][N:24]=[C:23]3[C:19]=1[N:20]=[CH:21][NH:22]3)[CH3:16])=[N:10]2. (3) The product is: [C:16]1([CH2:15][CH2:14][CH2:13][CH2:12][CH2:11][CH2:10][C:9]([C:22]2[O:23][C:24]([C:27]3[N:32]=[C:31]([C:33]([O:35][CH3:36])=[O:34])[CH:30]=[CH:29][CH:28]=3)=[CH:25][N:26]=2)=[O:8])[CH:17]=[CH:18][CH:19]=[CH:20][CH:21]=1. Given the reactants [Si]([O:8][CH:9]([C:22]1[O:23][C:24]([C:27]2[N:32]=[C:31]([C:33]([O:35][CH3:36])=[O:34])[CH:30]=[CH:29][CH:28]=2)=[CH:25][N:26]=1)[CH2:10][CH2:11][CH2:12][CH2:13][CH2:14][CH2:15][C:16]1[CH:21]=[CH:20][CH:19]=[CH:18][CH:17]=1)(C(C)(C)C)(C)C.[Si](OC(C1OC([Sn](CCCC)(CCCC)CCCC)=CN=1)CCCCCCC1C=CC=CC=1)(C(C)(C)C)(C)C.ClC1N=C(C(OC)=O)C=CC=1, predict the reaction product. (4) Given the reactants CCOC(/N=N/C(OCC)=O)=O.[F:13][C:14]([F:43])([C:33]([F:42])([F:41])[C:34]([F:40])([F:39])[C:35]([F:38])([F:37])[F:36])[CH2:15][CH2:16][CH2:17][CH2:18][O:19][C:20]1[CH:21]=[N:22][C:23]([C:26]2[CH:31]=[CH:30][C:29]([OH:32])=[CH:28][CH:27]=2)=[N:24][CH:25]=1.[CH2:44](O)[CH2:45][CH2:46][CH2:47]/[CH:48]=[CH:49]\[CH2:50][CH3:51].C1(P(C2C=CC=CC=2)C2C=CC=CC=2)C=CC=CC=1, predict the reaction product. The product is: [F:43][C:14]([F:13])([C:33]([F:41])([F:42])[C:34]([F:39])([F:40])[C:35]([F:36])([F:37])[F:38])[CH2:15][CH2:16][CH2:17][CH2:18][O:19][C:20]1[CH:25]=[N:24][C:23]([C:26]2[CH:27]=[CH:28][C:29]([O:32][CH2:51][CH2:50][CH2:49][CH2:48]/[CH:47]=[CH:46]\[CH2:45][CH3:44])=[CH:30][CH:31]=2)=[N:22][CH:21]=1. (5) Given the reactants [CH3:1][CH:2]([CH2:4][C@H:5]([CH2:10][NH2:11])[CH2:6][C:7]([OH:9])=[O:8])[CH3:3].C(=O)([O-])[O-].[K+].[K+].[CH3:18][CH:19]([CH3:39])[C:20]([O:22][CH2:23][CH2:24][O:25][C:26]([O:28][C:29]1[CH:34]=[CH:33][C:32]([S:35]([CH3:38])(=[O:37])=[O:36])=[CH:31][CH:30]=1)=[O:27])=[O:21].S(=O)(=O)(O)O, predict the reaction product. The product is: [CH3:3][CH:2]([CH3:1])[CH2:4][C@H:5]([CH2:10][NH:11][C:26]([O:25][CH2:24][CH2:23][O:22][C:20](=[O:21])[CH:19]([CH3:18])[CH3:39])=[O:27])[CH2:6][C:7]([OH:9])=[O:8].[CH3:38][S:35]([C:32]1[CH:33]=[CH:34][C:29]([OH:28])=[CH:30][CH:31]=1)(=[O:36])=[O:37]. (6) The product is: [CH2:16]([N:13]1[CH2:14][CH2:15][CH:10]([N:9]2[CH2:7][C:5]3=[CH:4][N:3]=[C:2]([CH3:1])[N:6]3[C:23]2=[O:25])[CH2:11][CH2:12]1)[C:17]1[CH:22]=[CH:21][CH:20]=[CH:19][CH:18]=1. Given the reactants [CH3:1][C:2]1[NH:3][CH:4]=[C:5]([CH:7]=O)[N:6]=1.[NH2:9][CH:10]1[CH2:15][CH2:14][N:13]([CH2:16][C:17]2[CH:22]=[CH:21][CH:20]=[CH:19][CH:18]=2)[CH2:12][CH2:11]1.[C:23](O)(=[O:25])C.C(O[BH-](OC(=O)C)OC(=O)C)(=O)C.[Na+], predict the reaction product.